This data is from Catalyst prediction with 721,799 reactions and 888 catalyst types from USPTO. The task is: Predict which catalyst facilitates the given reaction. (1) Reactant: [Si]([O:8][CH:9]([C:14]1([CH2:18][CH2:19][CH2:20][CH3:21])[CH2:17][CH2:16][CH2:15]1)CCCO)(C(C)(C)C)(C)C.[Si](OC(C1(CCCC)CCC1)CCC=O)(C(C)(C)C)(C)C.C(Cl)(=O)C(Cl)=O.CS(C)=O.CCN(CC)CC.Cl. Product: [CH2:18]([C:14]1([CH2:9][OH:8])[CH2:17][CH2:16][CH2:15]1)[CH2:19][CH2:20][CH3:21]. The catalyst class is: 687. (2) Reactant: [F:1][C:2]([F:16])([F:15])[C:3]([C:6]1[O:10][N:9]=[C:8]([NH:11][C:12](=[O:14])[CH3:13])[CH:7]=1)([CH3:5])[CH3:4].Br[C:18]1[CH:19]=[CH:20][C:21]([NH:24][CH2:25][CH2:26][N:27]2[CH2:32][CH2:31][O:30][CH2:29][CH2:28]2)=[N:22][CH:23]=1.C(=O)([O-])[O-].[Na+].[Na+].O1[CH2:44][CH2:43]OCC1. Product: [O:30]1[CH2:31][CH2:32][N:27]([CH2:26][CH2:25][NH:24][C:21]2[N:22]=[CH:23][C:18]([C:44]3[CH:43]=[CH:7][C:6]([CH2:13][C:12]([NH:11][C:8]4[CH:7]=[C:6]([C:3]([CH3:4])([CH3:5])[C:2]([F:1])([F:15])[F:16])[O:10][N:9]=4)=[O:14])=[CH:3][CH:2]=3)=[CH:19][CH:20]=2)[CH2:28][CH2:29]1. The catalyst class is: 492. (3) Reactant: C1([Li])C=CC=CC=1.[Cl-].[C:9]1([CH2:14][P+](C2C=CC=CC=2)(C2C=CC=CC=2)C2C=CC=CC=2)[S:13][CH:12]=[CH:11][CH:10]=1.[CH2:34]([N:38]([CH2:49][CH2:50][CH2:51][CH3:52])[C:39]1[CH:46]=[CH:45][C:42]([CH:43]=O)=[C:41]([O:47][CH3:48])[CH:40]=1)[CH2:35][CH2:36][CH3:37].O. Product: [CH2:34]([N:38]([CH2:49][CH2:50][CH2:51][CH3:52])[C:39]1[CH:46]=[CH:45][C:42]([CH:43]=[CH:14][C:9]2[S:13][CH:12]=[CH:11][CH:10]=2)=[C:41]([O:47][CH3:48])[CH:40]=1)[CH2:35][CH2:36][CH3:37]. The catalyst class is: 54. (4) Reactant: [C:1]([N:4]1[C:13]2[C:8](=[CH:9][C:10]([Br:14])=[CH:11][CH:12]=2)[C@H:7]([NH2:15])[CH2:6][C@@H:5]1[CH3:16])(=[O:3])[CH3:2].CCN(C(C)C)C(C)C.C1[C:31]([N+]([O-])=O)=[CH:30][CH:29]=[C:28]([O:35][C:36](Cl)=[O:37])C=1.C1(O)CCC1. Product: [C:1]([N:4]1[C:13]2[C:8](=[CH:9][C:10]([Br:14])=[CH:11][CH:12]=2)[C@H:7]([NH:15][C:36](=[O:37])[O:35][CH:28]2[CH2:29][CH2:30][CH2:31]2)[CH2:6][C@@H:5]1[CH3:16])(=[O:3])[CH3:2]. The catalyst class is: 4. (5) Reactant: Cl[C:2]1[C:12]([C:13]#[N:14])=[CH:11][C:5]([C:6]([O:8][CH2:9][CH3:10])=[O:7])=[C:4]([CH3:15])[N:3]=1.[NH:16]1[CH2:21][CH2:20][CH2:19][CH:18]([CH2:22][C:23]([OH:25])=[O:24])[CH2:17]1.CCN(C(C)C)C(C)C.CC(O)=O. Product: [C:13]([C:12]1[C:2]([N:16]2[CH2:21][CH2:20][CH2:19][CH:18]([CH2:22][C:23]([OH:25])=[O:24])[CH2:17]2)=[N:3][C:4]([CH3:15])=[C:5]([C:6]([O:8][CH2:9][CH3:10])=[O:7])[CH:11]=1)#[N:14]. The catalyst class is: 25. (6) Reactant: [Cl:1]C(N(C)C)=C(C)C.[CH2:9]([O:11][C:12]([C:14]1[CH:18]=[CH:17][N:16]([CH:19]([CH3:21])[CH3:20])[C:15]=1[CH:22]([C:24]1[CH:29]=[CH:28][C:27]([C:30]#[N:31])=[CH:26][CH:25]=1)O)=[O:13])[CH3:10]. Product: [CH2:9]([O:11][C:12]([C:14]1[CH:18]=[CH:17][N:16]([CH:19]([CH3:21])[CH3:20])[C:15]=1[CH:22]([Cl:1])[C:24]1[CH:29]=[CH:28][C:27]([C:30]#[N:31])=[CH:26][CH:25]=1)=[O:13])[CH3:10]. The catalyst class is: 2.